This data is from Forward reaction prediction with 1.9M reactions from USPTO patents (1976-2016). The task is: Predict the product of the given reaction. (1) Given the reactants [N:1]([C@H:4]1[CH2:8][CH2:7][C@H:6]([O:9][Si:10]([C:13]([CH3:16])([CH3:15])[CH3:14])([CH3:12])[CH3:11])[CH2:5]1)=[N+]=[N-].[H][H].C(N(CC)CC)C.Cl[C:27]1[C:32]([C:33]([O:35][CH2:36][CH3:37])=[O:34])=[CH:31][N:30]=[C:29]([S:38][CH3:39])[N:28]=1, predict the reaction product. The product is: [CH2:36]([O:35][C:33]([C:32]1[C:31]([NH:1][C@H:4]2[CH2:8][CH2:7][C@H:6]([O:9][Si:10]([C:13]([CH3:16])([CH3:15])[CH3:14])([CH3:12])[CH3:11])[CH2:5]2)=[N:30][C:29]([S:38][CH3:39])=[N:28][CH:27]=1)=[O:34])[CH3:37]. (2) Given the reactants [CH3:1][C:2]1([CH3:14])[C:6]([CH3:8])([CH3:7])[O:5][B:4]([C:9]2[CH:10]=[N:11][NH:12][CH:13]=2)[O:3]1.Br[CH2:16][CH2:17][O:18][Si:19]([C:22]([CH3:25])([CH3:24])[CH3:23])([CH3:21])[CH3:20].C([O-])([O-])=O.[K+].[K+].[Na+].[I-], predict the reaction product. The product is: [Si:19]([O:18][CH2:17][CH2:16][N:12]1[CH:13]=[C:9]([B:4]2[O:5][C:6]([CH3:7])([CH3:8])[C:2]([CH3:14])([CH3:1])[O:3]2)[CH:10]=[N:11]1)([C:22]([CH3:25])([CH3:24])[CH3:23])([CH3:21])[CH3:20]. (3) The product is: [CH2:4]([O:7][N:8]([CH:21]1[CH2:26][N:25]([C:27]([O:29][C:30]([CH3:31])([CH3:33])[CH3:32])=[O:28])[C@H:24]([CH2:34][O:35][Si:36]([C:39]([CH3:40])([CH3:41])[CH3:42])([CH3:38])[CH3:37])[CH:23]=[C:22]1[CH2:43][C:1]#[N:2])[S:9]([C:12]1[CH:17]=[CH:16][CH:15]=[CH:14][C:13]=1[N+:18]([O-:20])=[O:19])(=[O:10])=[O:11])[CH:5]=[CH2:6]. Given the reactants [C-:1]#[N:2].[Na+].[CH2:4]([O:7][N:8]([CH:21]1[CH2:26][N:25]([C:27]([O:29][C:30]([CH3:33])([CH3:32])[CH3:31])=[O:28])[C@H:24]([CH2:34][O:35][Si:36]([C:39]([CH3:42])([CH3:41])[CH3:40])([CH3:38])[CH3:37])[CH:23]=[C:22]1[CH2:43]OS(C)(=O)=O)[S:9]([C:12]1[CH:17]=[CH:16][CH:15]=[CH:14][C:13]=1[N+:18]([O-:20])=[O:19])(=[O:11])=[O:10])[CH:5]=[CH2:6], predict the reaction product. (4) The product is: [CH3:12][O:13][C:14]1[CH:19]=[CH:18][C:17]([C:2]2[CH:3]=[N:4][C:5]3[C:10]([CH:11]=2)=[CH:9][CH:8]=[CH:7][CH:6]=3)=[CH:16][CH:15]=1. Given the reactants Br[C:2]1[CH:3]=[N:4][C:5]2[C:10]([CH:11]=1)=[CH:9][CH:8]=[CH:7][CH:6]=2.[CH3:12][O:13][C:14]1[CH:19]=[CH:18][C:17](OB(O)O)=[CH:16][CH:15]=1, predict the reaction product. (5) Given the reactants Cl[C:2]1[C:7]([CH3:8])=[CH:6][C:5]([N+:9]([O-:11])=[O:10])=[CH:4][N:3]=1.[C:12]([C:16]1[CH:21]=[CH:20][C:19](B(O)O)=[CH:18][CH:17]=1)([CH3:15])([CH3:14])[CH3:13].O.P([O-])([O-])([O-])=O.[K+].[K+].[K+], predict the reaction product. The product is: [C:12]([C:16]1[CH:21]=[CH:20][C:19]([C:2]2[C:7]([CH3:8])=[CH:6][C:5]([N+:9]([O-:11])=[O:10])=[CH:4][N:3]=2)=[CH:18][CH:17]=1)([CH3:15])([CH3:14])[CH3:13]. (6) Given the reactants [Br:1][C:2]1[CH:6]=[CH:5][S:4][C:3]=1C=O.O.[O-2].[O-2].[O-2].O=[Si]=O.O=[Si]=O.O=[Si]=O.O=[Si]=O.[Al+3].[Al+3].[CH:27](OC)([O:30][CH3:31])[O:28][CH3:29], predict the reaction product. The product is: [CH3:29][O:28][CH:27]([O:30][CH3:31])[C:3]1[S:4][CH:5]=[CH:6][C:2]=1[Br:1]. (7) The product is: [F:18][C:2]1([F:1])[CH2:6][NH:5][C@@H:4]([C:14]([O:16][CH3:17])=[O:15])[CH2:3]1. Given the reactants [F:1][C:2]1([F:18])[CH2:6][N:5](C(OC(C)(C)C)=O)[C@@H:4]([C:14]([O:16][CH3:17])=[O:15])[CH2:3]1.FC(F)(F)C(O)=O, predict the reaction product.